This data is from Full USPTO retrosynthesis dataset with 1.9M reactions from patents (1976-2016). The task is: Predict the reactants needed to synthesize the given product. Given the product [F:1][C:2]1[CH:7]=[CH:6][C:5]2[N:8]([CH:9]3[CH2:14][CH2:13][C:12](=[O:15])[CH2:11][CH2:10]3)[C:17](=[O:18])[O:16][C:4]=2[CH:3]=1, predict the reactants needed to synthesize it. The reactants are: [F:1][C:2]1[CH:7]=[CH:6][C:5]([NH:8][CH:9]2[CH2:14][CH2:13][C:12](=[O:15])[CH2:11][CH2:10]2)=[C:4]([OH:16])[CH:3]=1.[C:17](N1C=CN=C1)(N1C=CN=C1)=[O:18].C(OCC)(=O)C.